This data is from Forward reaction prediction with 1.9M reactions from USPTO patents (1976-2016). The task is: Predict the product of the given reaction. (1) Given the reactants [OH:1][CH2:2][CH2:3][O:4][CH:5]1[CH2:14][CH2:13][C:12]2[CH:11]=[C:10]([C@H:15]3[CH2:24][CH2:23][C@@:17]4([NH:21][C:20](=[O:22])[O:19][CH2:18]4)[CH2:16]3)[CH:9]=[CH:8][C:7]=2[CH2:6]1.[CH3:25][C:26]1[CH:31]=[CH:30][C:29]([S:32](Cl)(=[O:34])=[O:33])=[CH:28][CH:27]=1, predict the reaction product. The product is: [CH3:25][C:26]1[CH:31]=[CH:30][C:29]([S:32]([O:1][CH2:2][CH2:3][O:4][CH:5]2[CH2:14][CH2:13][C:12]3[C:7](=[CH:8][CH:9]=[C:10]([C@H:15]4[CH2:24][CH2:23][C@@:17]5([NH:21][C:20](=[O:22])[O:19][CH2:18]5)[CH2:16]4)[CH:11]=3)[CH2:6]2)(=[O:34])=[O:33])=[CH:28][CH:27]=1. (2) Given the reactants Cl[C:2]1[CH:22]=[CH:21][C:5]([C:6]([NH:8][CH2:9][C:10]2[C:11]([CH2:16][NH:17][C:18](=[O:20])[O-:19])=[N:12][CH:13]=[CH:14][CH:15]=2)=[O:7])=[C:4]([NH:23][CH2:24][CH2:25][C:26]2[CH:31]=[CH:30][CH:29]=[C:28]([F:32])[CH:27]=2)[N:3]=1.C([O-])([O-])=O.[K+].[K+].[C:39]1(B(O)O)[CH2:43][CH2:42][CH2:41][CH:40]=1, predict the reaction product. The product is: [C:39]1([C:2]2[CH:22]=[CH:21][C:5]([C:6]([NH:8][CH2:9][C:10]3[C:11]([CH2:16][NH:17][C:18](=[O:20])[O:19][C:5]([CH3:21])([CH3:6])[CH3:4])=[N:12][CH:13]=[CH:14][CH:15]=3)=[O:7])=[C:4]([NH:23][CH2:24][CH2:25][C:26]3[CH:31]=[CH:30][CH:29]=[C:28]([F:32])[CH:27]=3)[N:3]=2)[CH2:43][CH2:42][CH2:41][CH:40]=1. (3) Given the reactants [OH:1][C:2]1[CH:7]=[CH:6][CH:5]=[C:4]([O:8][CH3:9])[C:3]=1[CH:10]1[N:15]([CH2:16][C:17]2[CH:22]=[CH:21][C:20]([O:23][C:24]([F:27])([F:26])[F:25])=[CH:19][CH:18]=2)[C:14](=[O:28])[CH2:13][CH2:12][CH2:11]1.Br[CH2:30][CH:31]1[CH2:33][CH2:32]1, predict the reaction product. The product is: [CH:33]1([CH2:32][O:1][C:2]2[CH:7]=[CH:6][CH:5]=[C:4]([O:8][CH3:9])[C:3]=2[CH:10]2[N:15]([CH2:16][C:17]3[CH:22]=[CH:21][C:20]([O:23][C:24]([F:27])([F:25])[F:26])=[CH:19][CH:18]=3)[C:14](=[O:28])[CH2:13][CH2:12][CH2:11]2)[CH2:31][CH2:30]1. (4) Given the reactants C([N:8]1[CH2:12][CH2:11][CH:10]([C:13]([OH:16])([CH3:15])[CH3:14])[CH2:9]1)C1C=CC=CC=1.[H][H], predict the reaction product. The product is: [NH:8]1[CH2:12][CH2:11][CH:10]([C:13]([OH:16])([CH3:15])[CH3:14])[CH2:9]1. (5) Given the reactants [OH:1][C:2]([C:15]([F:18])([F:17])[F:16])([CH2:5][C:6]([CH3:14])([C:8]1[CH:13]=[CH:12][CH:11]=[CH:10][CH:9]=1)[CH3:7])[CH:3]=O.[C:19]([C:21]1[CH:27]=[CH:26][C:24]([NH2:25])=[CH:23][C:22]=1[C:28]([F:31])([F:30])[F:29])#[N:20], predict the reaction product. The product is: [F:16][C:15]([F:18])([F:17])[C:2]([CH:3]=[N:25][C:24]1[CH:26]=[CH:27][C:21]([C:19]#[N:20])=[C:22]([C:28]([F:29])([F:30])[F:31])[CH:23]=1)([OH:1])[CH2:5][C:6]([C:8]1[CH:13]=[CH:12][CH:11]=[CH:10][CH:9]=1)([CH3:14])[CH3:7]. (6) Given the reactants [C:1]([O:5][C:6](=[O:47])[N:7]([CH:9]1[CH2:14][CH2:13][CH:12]([N:15]([C:33]([C:35]2[S:39][C:38]3[C:40]([F:45])=[CH:41][CH:42]=[C:43]([F:44])[C:37]=3[C:36]=2[Cl:46])=[O:34])[CH2:16][C:17]2[CH:18]=[C:19]([C:25]3[CH:30]=[CH:29][C:28]([S:31][CH3:32])=[CH:27][CH:26]=3)[CH:20]=[CH:21][C:22]=2[O:23][CH3:24])[CH2:11][CH2:10]1)[CH3:8])([CH3:4])([CH3:3])[CH3:2].C([O-])(O)=[O:49].[Na+].ClC1C=CC=C(C(OO)=O)C=1, predict the reaction product. The product is: [C:1]([O:5][C:6](=[O:47])[N:7]([CH:9]1[CH2:10][CH2:11][CH:12]([N:15]([C:33]([C:35]2[S:39][C:38]3[C:40]([F:45])=[CH:41][CH:42]=[C:43]([F:44])[C:37]=3[C:36]=2[Cl:46])=[O:34])[CH2:16][C:17]2[CH:18]=[C:19]([C:25]3[CH:30]=[CH:29][C:28]([S:31]([CH3:32])=[O:49])=[CH:27][CH:26]=3)[CH:20]=[CH:21][C:22]=2[O:23][CH3:24])[CH2:13][CH2:14]1)[CH3:8])([CH3:4])([CH3:2])[CH3:3]. (7) Given the reactants [CH3:1][NH:2][C:3]([C:5]1[CH:6]=[CH:7][C:8]2[CH:12]=[C:11]([C:13]3[C:18]([CH3:19])=[CH:17][N:16]=[C:15](Cl)[N:14]=3)[S:10][C:9]=2[CH:21]=1)=[O:4].[C:22]([O:26][C:27]([N:29]1[CH2:34][CH2:33][CH:32]([CH2:35][CH2:36][NH2:37])[CH2:31][CH2:30]1)=[O:28])([CH3:25])([CH3:24])[CH3:23].C(N(C(C)C)CC)(C)C, predict the reaction product. The product is: [C:22]([O:26][C:27]([N:29]1[CH2:34][CH2:33][CH:32]([CH2:35][CH2:36][NH:37][C:15]2[N:14]=[C:13]([C:11]3[S:10][C:9]4[CH:21]=[C:5]([C:3](=[O:4])[NH:2][CH3:1])[CH:6]=[CH:7][C:8]=4[CH:12]=3)[C:18]([CH3:19])=[CH:17][N:16]=2)[CH2:31][CH2:30]1)=[O:28])([CH3:25])([CH3:24])[CH3:23].